This data is from Forward reaction prediction with 1.9M reactions from USPTO patents (1976-2016). The task is: Predict the product of the given reaction. (1) Given the reactants [CH:1]([O:4][C:5]1[CH:24]=[CH:23][C:8]([O:9][C:10]2[S:14][C:13]([C:15]3[S:19][C:18]([CH:20]([NH2:22])[CH3:21])=[CH:17][CH:16]=3)=[N:12][N:11]=2)=[CH:7][CH:6]=1)([CH3:3])[CH3:2].[CH3:25][N:26]=[C:27]=[O:28], predict the reaction product. The product is: [CH:1]([O:4][C:5]1[CH:24]=[CH:23][C:8]([O:9][C:10]2[S:14][C:13]([C:15]3[S:19][C:18]([CH:20]([NH:22][C:27]([NH:26][CH3:25])=[O:28])[CH3:21])=[CH:17][CH:16]=3)=[N:12][N:11]=2)=[CH:7][CH:6]=1)([CH3:2])[CH3:3]. (2) Given the reactants [N:1]([CH2:4][CH:5]1[O:10][C:9]2[C:11](Br)=[CH:12][CH:13]=[CH:14][C:8]=2[N:7]([CH3:16])[CH2:6]1)=[N+:2]=[N-:3].[CH3:17][O:18][C:19]1[CH:24]=[CH:23][C:22](B(O)O)=[CH:21][CH:20]=1, predict the reaction product. The product is: [N:1]([CH2:4][CH:5]1[O:10][C:9]2[C:11]([C:22]3[CH:23]=[CH:24][C:19]([O:18][CH3:17])=[CH:20][CH:21]=3)=[CH:12][CH:13]=[CH:14][C:8]=2[N:7]([CH3:16])[CH2:6]1)=[N+:2]=[N-:3]. (3) Given the reactants [H-].[Na+].[C:3]([C:7]1[CH:30]=[CH:29][C:10]([C:11]([N:13]2[CH2:18][CH2:17][C:16]3([CH2:27][C:26](=[O:28])[C:25]4[C:20](=[CH:21][CH:22]=[CH:23][CH:24]=4)[O:19]3)[CH2:15][CH2:14]2)=[O:12])=[CH:9][C:8]=1[O:31][CH3:32])([CH3:6])([CH3:5])[CH3:4].[CH:33](OCC)=[O:34], predict the reaction product. The product is: [C:3]([C:7]1[CH:30]=[CH:29][C:10]([C:11]([N:13]2[CH2:14][CH2:15][C:16]3([C:27](=[CH:33][OH:34])[C:26](=[O:28])[C:25]4[C:20](=[CH:21][CH:22]=[CH:23][CH:24]=4)[O:19]3)[CH2:17][CH2:18]2)=[O:12])=[CH:9][C:8]=1[O:31][CH3:32])([CH3:6])([CH3:4])[CH3:5].